Regression. Given two drug SMILES strings and cell line genomic features, predict the synergy score measuring deviation from expected non-interaction effect. From a dataset of NCI-60 drug combinations with 297,098 pairs across 59 cell lines. (1) Drug 1: CN1C(=O)N2C=NC(=C2N=N1)C(=O)N. Drug 2: B(C(CC(C)C)NC(=O)C(CC1=CC=CC=C1)NC(=O)C2=NC=CN=C2)(O)O. Cell line: TK-10. Synergy scores: CSS=2.70, Synergy_ZIP=-0.921, Synergy_Bliss=-3.85, Synergy_Loewe=-53.4, Synergy_HSA=-6.34. (2) Drug 1: C1=CC(=CC=C1CC(C(=O)O)N)N(CCCl)CCCl.Cl. Drug 2: CC1CCCC2(C(O2)CC(NC(=O)CC(C(C(=O)C(C1O)C)(C)C)O)C(=CC3=CSC(=N3)C)C)C. Cell line: NCI/ADR-RES. Synergy scores: CSS=5.22, Synergy_ZIP=-0.565, Synergy_Bliss=0.871, Synergy_Loewe=-2.31, Synergy_HSA=-1.47. (3) Cell line: A498. Drug 1: C1=CC(=CC=C1CCCC(=O)O)N(CCCl)CCCl. Synergy scores: CSS=20.9, Synergy_ZIP=-6.13, Synergy_Bliss=-5.63, Synergy_Loewe=-6.48, Synergy_HSA=-6.18. Drug 2: C1=CC(=CC=C1C#N)C(C2=CC=C(C=C2)C#N)N3C=NC=N3. (4) Drug 1: C1C(C(OC1N2C=C(C(=O)NC2=O)F)CO)O. Drug 2: C1CNP(=O)(OC1)N(CCCl)CCCl. Cell line: SN12C. Synergy scores: CSS=13.3, Synergy_ZIP=-3.34, Synergy_Bliss=-1.59, Synergy_Loewe=-18.1, Synergy_HSA=-2.26. (5) Drug 1: CC(C1=C(C=CC(=C1Cl)F)Cl)OC2=C(N=CC(=C2)C3=CN(N=C3)C4CCNCC4)N. Cell line: A498. Synergy scores: CSS=8.54, Synergy_ZIP=0.238, Synergy_Bliss=7.07, Synergy_Loewe=-1.71, Synergy_HSA=3.89. Drug 2: COC1=C2C(=CC3=C1OC=C3)C=CC(=O)O2. (6) Drug 1: CCC(=C(C1=CC=CC=C1)C2=CC=C(C=C2)OCCN(C)C)C3=CC=CC=C3.C(C(=O)O)C(CC(=O)O)(C(=O)O)O. Drug 2: CCCCC(=O)OCC(=O)C1(CC(C2=C(C1)C(=C3C(=C2O)C(=O)C4=C(C3=O)C=CC=C4OC)O)OC5CC(C(C(O5)C)O)NC(=O)C(F)(F)F)O. Cell line: MCF7. Synergy scores: CSS=27.4, Synergy_ZIP=0.752, Synergy_Bliss=1.51, Synergy_Loewe=-6.13, Synergy_HSA=2.85. (7) Drug 1: CC(C)NC(=O)C1=CC=C(C=C1)CNNC.Cl. Drug 2: C1CN(P(=O)(OC1)NCCCl)CCCl. Cell line: HCT116. Synergy scores: CSS=1.75, Synergy_ZIP=-1.85, Synergy_Bliss=-7.02, Synergy_Loewe=-7.96, Synergy_HSA=-6.42.